From a dataset of Blood-brain barrier permeability classification from the B3DB database. Regression/Classification. Given a drug SMILES string, predict its absorption, distribution, metabolism, or excretion properties. Task type varies by dataset: regression for continuous measurements (e.g., permeability, clearance, half-life) or binary classification for categorical outcomes (e.g., BBB penetration, CYP inhibition). Dataset: b3db_classification. The compound is CO/N=C(\C(=O)N[C@@H]1C(=O)N2C(C(=O)O)=C(COC(C)=O)CS[C@@H]12)c1csc(N)n1. The result is 0 (does not penetrate BBB).